The task is: Predict the reaction yield, written as a fraction of the theoretical maximum amount of product (1.0 means a 100% yield; for example, 0.34 means a 34% yield).. This data is from Reaction yield outcomes from USPTO patents with 853,638 reactions. The reactants are CN(C=O)C.[CH2:6]([Cl:8])Cl.C(Cl)(=O)C(Cl)=O.[N:15]1[C:20]2[S:21][CH:22]=[CH:23][C:19]=2C(=O)[NH:17][CH:16]=1. The catalyst is O. The product is [Cl:8][C:6]1[C:19]2[CH:23]=[CH:22][S:21][C:20]=2[N:15]=[CH:16][N:17]=1. The yield is 0.970.